From a dataset of Catalyst prediction with 721,799 reactions and 888 catalyst types from USPTO. Predict which catalyst facilitates the given reaction. Reactant: Br[C:2]1[CH:11]=[CH:10][C:9]2[C:4](=[C:5]([F:13])[C:6]([F:12])=[CH:7][CH:8]=2)[C:3]=1[CH:14]=[O:15].[CH:16]([Sn](C=C)(C=C)C=C)=[CH2:17].O. Product: [F:12][C:6]1[C:5]([F:13])=[C:4]2[C:9]([CH:10]=[CH:11][C:2]([CH:16]=[CH2:17])=[C:3]2[CH:14]=[O:15])=[CH:8][CH:7]=1. The catalyst class is: 109.